Predict the reactants needed to synthesize the given product. From a dataset of Full USPTO retrosynthesis dataset with 1.9M reactions from patents (1976-2016). (1) Given the product [C:1]([O:5][C:6](=[O:34])[NH:7][C:8]1([C:12]2[CH:17]=[CH:16][C:15]([C:18]3[C:19]([C:28]4[CH:33]=[CH:32][CH:31]=[CH:30][CH:29]=4)=[CH:20][C:21]4[N:22]([C:24]([CH:35]=[CH2:36])=[CH:25][N:26]=4)[N:23]=3)=[CH:14][CH:13]=2)[CH2:11][CH2:10][CH2:9]1)([CH3:4])([CH3:3])[CH3:2], predict the reactants needed to synthesize it. The reactants are: [C:1]([O:5][C:6](=[O:34])[NH:7][C:8]1([C:12]2[CH:17]=[CH:16][C:15]([C:18]3[C:19]([C:28]4[CH:33]=[CH:32][CH:31]=[CH:30][CH:29]=4)=[CH:20][C:21]4[N:22]([C:24](Br)=[CH:25][N:26]=4)[N:23]=3)=[CH:14][CH:13]=2)[CH2:11][CH2:10][CH2:9]1)([CH3:4])([CH3:3])[CH3:2].[CH:35](B1OB(C=C)OB(C=C)O1)=[CH2:36].C(=O)([O-])[O-].[K+].[K+]. (2) Given the product [O:21]=[C:19]([N:29]1[CH2:30][CH2:31][CH2:32][CH2:33][C@@H:28]1[CH:26]=[CH2:27])[C@@H:18]([NH:17][C:15](=[O:16])[O:14][C:10]([CH3:11])([CH3:12])[CH3:13])[CH2:22][CH:23]=[CH2:24], predict the reactants needed to synthesize it. The reactants are: CCN(C(C)C)C(C)C.[C:10]([O:14][C:15]([NH:17][C@@H:18]([CH2:22][CH:23]=[CH2:24])[C:19]([OH:21])=O)=[O:16])([CH3:13])([CH3:12])[CH3:11].Cl.[CH:26]([C@H:28]1[CH2:33][CH2:32][CH2:31][CH2:30][NH:29]1)=[CH2:27].C(Cl)CCl.C1C=CC2N(O)N=NC=2C=1. (3) Given the product [NH2:21][C:4]1[CH:3]=[C:2]([Cl:1])[C:7]([CH2:8][C:9]2[CH:14]=[C:13]([CH:15]([CH3:17])[CH3:16])[C:12](=[O:18])[N:11]([CH3:19])[N:10]=2)=[C:6]([Cl:20])[CH:5]=1, predict the reactants needed to synthesize it. The reactants are: [Cl:1][C:2]1[CH:3]=[C:4]([N:21]2C(=O)C3C(=CC=CC=3)C2=O)[CH:5]=[C:6]([Cl:20])[C:7]=1[CH2:8][C:9]1[CH:14]=[C:13]([CH:15]([CH3:17])[CH3:16])[C:12](=[O:18])[N:11]([CH3:19])[N:10]=1. (4) Given the product [CH3:22][C:3]1[C:2]([N:24]([CH3:23])[CH:25]([CH3:27])[CH3:26])=[N:11][C:10]2[C:5](=[CH:6][CH:7]=[CH:8][C:9]=2[C:12]2[NH:20][C:19]3[CH2:18][CH2:17][NH:16][C:15](=[O:21])[C:14]=3[CH:13]=2)[N:4]=1, predict the reactants needed to synthesize it. The reactants are: F[C:2]1[C:3]([CH3:22])=[N:4][C:5]2[C:10]([N:11]=1)=[C:9]([C:12]1[NH:20][C:19]3[CH2:18][CH2:17][NH:16][C:15](=[O:21])[C:14]=3[CH:13]=1)[CH:8]=[CH:7][CH:6]=2.[CH3:23][NH:24][CH:25]([CH3:27])[CH3:26]. (5) Given the product [Br:11][C:12]1[CH:17]=[C:16]([CH:15]=[C:14]([O:19][CH3:20])[CH:13]=1)[O:3][CH:4]1[CH2:9][CH2:8][N:7]([CH3:10])[CH2:6][CH2:5]1, predict the reactants needed to synthesize it. The reactants are: [H-].[Na+].[OH:3][CH:4]1[CH2:9][CH2:8][N:7]([CH3:10])[CH2:6][CH2:5]1.[Br:11][C:12]1[CH:13]=[C:14]([O:19][CH3:20])[CH:15]=[C:16](F)[CH:17]=1.O.